Predict the reactants needed to synthesize the given product. From a dataset of Full USPTO retrosynthesis dataset with 1.9M reactions from patents (1976-2016). (1) Given the product [CH:2](/[C:33]1[CH:36]=[C:37]([N+:39]([O-:41])=[O:40])[CH:38]=[C:31]([O:30][CH3:29])[CH:32]=1)=[CH:3]\[CH2:4][CH3:5], predict the reactants needed to synthesize it. The reactants are: [Li][CH2:2][CH2:3][CH2:4][CH3:5].[Br-].C(P(C1C=CC=CC=1)(C1C=CC=CC=1)C1C=CC=CC=1)CC.[CH3:29][O:30][C:31]1[CH:32]=[C:33]([CH:36]=[C:37]([N+:39]([O-:41])=[O:40])[CH:38]=1)C=O. (2) Given the product [ClH:1].[ClH:39].[NH2:9][CH2:8][CH:7]([CH2:6][C:5]1[CH:36]=[CH:37][C:2]([Cl:1])=[C:3]([F:38])[CH:4]=1)[C:17]([N:19]1[CH2:24][CH2:23][N:22]([C:25]2[C:26]3[C@H:33]([CH3:34])[CH2:32][CH2:31][C:27]=3[N:28]=[CH:29][N:30]=2)[C@@H:21]([CH3:35])[CH2:20]1)=[O:18], predict the reactants needed to synthesize it. The reactants are: [Cl:1][C:2]1[CH:37]=[CH:36][C:5]([CH2:6][CH:7]([C:17]([N:19]2[CH2:24][CH2:23][N:22]([C:25]3[C:26]4[C@H:33]([CH3:34])[CH2:32][CH2:31][C:27]=4[N:28]=[CH:29][N:30]=3)[C@@H:21]([CH3:35])[CH2:20]2)=[O:18])[CH2:8][NH:9]C(=O)OC(C)(C)C)=[CH:4][C:3]=1[F:38].[ClH:39]. (3) The reactants are: [Br:1][C:2]1[CH:7]=[CH:6][CH:5]=[CH:4][C:3]=1[NH:8][C:9](=[O:14])[CH2:10][C:11](=O)[CH3:12].O. Given the product [Br:1][C:2]1[CH:7]=[CH:6][CH:5]=[C:4]2[C:3]=1[NH:8][C:9](=[O:14])[CH:10]=[C:11]2[CH3:12], predict the reactants needed to synthesize it.